This data is from Catalyst prediction with 721,799 reactions and 888 catalyst types from USPTO. The task is: Predict which catalyst facilitates the given reaction. (1) Reactant: Br[CH2:2][C:3]([C:5]1[CH:10]=[CH:9][C:8]([F:11])=[CH:7][CH:6]=1)=O.C([O-])(O)=O.[Na+].[CH2:17]([C:24]1[NH:25][CH2:26][CH2:27][CH:28]=1)[C:18]1[CH:23]=[CH:22][CH:21]=[CH:20][CH:19]=1. Product: [F:11][C:8]1[CH:9]=[CH:10][C:5]([C:3]2[C:17]([C:18]3[CH:23]=[CH:22][CH:21]=[CH:20][CH:19]=3)=[C:24]3[N:25]([CH2:26][CH2:27][CH2:28]3)[CH:2]=2)=[CH:6][CH:7]=1. The catalyst class is: 8. (2) Reactant: [N:1]([CH:4]([CH3:26])[CH2:5][N:6]1[C:14]2[CH:13]=[C:12]([O:15]CC3C=CC=CC=3)[CH:11]=[C:10]3[CH2:23][CH2:24][CH2:25][C:8]([C:9]=23)=[N:7]1)=[N+]=[N-].C([O-])=O.[NH4+].C1(N)C(F)=C(F)C(F)=C(N)C=1F.Cl.Cl. Product: [NH2:1][CH:4]([CH3:26])[CH2:5][N:6]1[C:14]2[CH:13]=[C:12]([OH:15])[CH:11]=[C:10]3[C:9]=2[C:8]([CH2:25][CH2:24][CH2:23]3)=[N:7]1. The catalyst class is: 29. (3) Reactant: [CH2:1]([N:8]1[CH2:14][CH:13]2[C:15](=O)[CH:10]([CH2:11][CH2:12]2)[CH2:9]1)[C:2]1[CH:7]=[CH:6][CH:5]=[CH:4][CH:3]=1.[BH3-]C#[N:19].[Na+].CCN(CC)CC.[CH3:28][C:29]([O:32][C:33]([O:35]C(OC(C)(C)C)=O)=O)([CH3:31])[CH3:30]. Product: [C:29]([O:32][C:33](=[O:35])[NH:19][CH:15]1[CH:13]2[CH2:12][CH2:11][CH:10]1[CH2:9][N:8]([CH2:1][C:2]1[CH:7]=[CH:6][CH:5]=[CH:4][CH:3]=1)[CH2:14]2)([CH3:31])([CH3:30])[CH3:28]. The catalyst class is: 24. (4) Reactant: Cl.NC(N)=N.C[O-].[Na+].C1(C)C=CC=CC=1.[Cl:16][C:17]1[C:22]([Cl:23])=[CH:21][CH:20]=[CH:19][C:18]=1[C:24](=C(OCC)CF)[C:25]#[N:26]. Product: [Cl:16][C:17]1[C:22]([Cl:23])=[CH:21][CH:20]=[CH:19][C:18]=1[CH2:24][C:25]#[N:26]. The catalyst class is: 5. (5) Reactant: C([N:8]1[CH2:13][CH2:12][N:11](CC2C=CC=CC=2)[CH2:10][C@@H:9]1[CH2:21][CH2:22][OH:23])C1C=CC=CC=1.C([O-])=O.[NH4+]. Product: [NH:8]1[CH2:13][CH2:12][NH:11][CH2:10][C@@H:9]1[CH2:21][CH2:22][OH:23]. The catalyst class is: 29. (6) Reactant: [C:1]([O:5][C:6](=[O:51])[CH2:7][CH:8]1[CH2:13][CH:12]([CH:14]=[CH:15][C:16]2[N:17]([CH:46]([CH3:48])[CH3:47])[C:18]([C:34](=[O:45])[NH:35][CH2:36][C:37]3[CH:42]=[CH:41][C:40]([CH2:43][OH:44])=[CH:39][CH:38]=3)=[C:19]([C:28]3[CH:33]=[CH:32][CH:31]=[CH:30][CH:29]=3)[C:20]=2[C:21]2[CH:26]=[CH:25][C:24]([F:27])=[CH:23][CH:22]=2)[O:11][C:10]([CH3:50])([CH3:49])[O:9]1)([CH3:4])([CH3:3])[CH3:2].C(N)CCC. Product: [C:1]([O:5][C:6](=[O:51])[CH2:7][CH:8]1[CH2:13][CH:12]([CH2:14][CH2:15][C:16]2[N:17]([CH:46]([CH3:47])[CH3:48])[C:18]([C:34](=[O:45])[NH:35][CH2:36][C:37]3[CH:42]=[CH:41][C:40]([CH2:43][OH:44])=[CH:39][CH:38]=3)=[C:19]([C:28]3[CH:33]=[CH:32][CH:31]=[CH:30][CH:29]=3)[C:20]=2[C:21]2[CH:26]=[CH:25][C:24]([F:27])=[CH:23][CH:22]=2)[O:11][C:10]([CH3:49])([CH3:50])[O:9]1)([CH3:4])([CH3:2])[CH3:3]. The catalyst class is: 29. (7) Reactant: [Br:1][C:2]1[CH:3]=[C:4]([N:8]2[C:12]3=[N:13][CH:14]=[C:15]([CH:17]4[CH2:20][N:19](C(OC(C)(C)C)=O)[CH2:18]4)[CH:16]=[C:11]3[C:10]([C:28]([O:30][CH3:31])=[O:29])=[N:9]2)[CH:5]=[CH:6][CH:7]=1.FC(F)(F)C(O)=O. Product: [NH:19]1[CH2:18][CH:17]([C:15]2[CH:16]=[C:11]3[C:10]([C:28]([O:30][CH3:31])=[O:29])=[N:9][N:8]([C:4]4[CH:5]=[CH:6][CH:7]=[C:2]([Br:1])[CH:3]=4)[C:12]3=[N:13][CH:14]=2)[CH2:20]1. The catalyst class is: 4. (8) Reactant: [CH:1]([O:5][CH2:6][CH2:7][C@H:8]([NH:30][C:31]([O:33][C:34]([CH3:37])([CH3:36])[CH3:35])=[O:32])[C:9]([N:11]1[CH2:15][C@H:14]([OH:16])[CH2:13][C@H:12]1[C:17]([NH:19][C@:20]1([C:25]([O:27][CH2:28][CH3:29])=[O:26])[CH2:22][C@H:21]1[CH:23]=[CH2:24])=[O:18])=[O:10])=[CH:2][CH2:3][CH3:4].[C:38]([N:45]1[CH:49]=[CH:48]N=[CH:46]1)(N1C=CN=C1)=[O:39].C(N(C(C)C)C(C)C)C.Cl.[Cl:60][C:61]1C=[CH:68][CH:67]=[C:66]2[C:62]=1CNC2. Product: [Cl:60][C:61]1[CH:62]=[CH:66][CH:67]=[C:68]2[C:48]=1[CH2:49][N:45]([C:38]([O:16][C@@H:14]1[CH2:13][C@@H:12]([C:17](=[O:18])[NH:19][C@:20]3([C:25]([O:27][CH2:28][CH3:29])=[O:26])[CH2:22][C@H:21]3[CH:23]=[CH2:24])[N:11]([C:9](=[O:10])[C@@H:8]([NH:30][C:31]([O:33][C:34]([CH3:35])([CH3:36])[CH3:37])=[O:32])[CH2:7][CH2:6][O:5][CH2:1][CH2:2][CH:3]=[CH2:4])[CH2:15]1)=[O:39])[CH2:46]2. The catalyst class is: 1. (9) Reactant: [C:1](=[NH:24])([O:3][CH2:4][CH2:5][C:6]1[CH:11]=[CH:10][C:9]([O:12][C:13]2[CH:14]=[N:15][C:16]([C:19]([F:22])([F:21])[F:20])=[N:17][CH:18]=2)=[C:8]([F:23])[CH:7]=1)[NH2:2].FC(F)(F)C([O-])=O.[CH:32]([CH:34]([CH2:39][C:40]1[CH:41]=[N:42][C:43]([O:46][CH3:47])=[N:44][CH:45]=1)[C:35](OC)=O)=[O:33].C([O-])([O-])=O.[K+].[K+]. Product: [F:23][C:8]1[CH:7]=[C:6]([CH:11]=[CH:10][C:9]=1[O:12][C:13]1[CH:14]=[N:15][C:16]([C:19]([F:20])([F:22])[F:21])=[N:17][CH:18]=1)[CH2:5][CH2:4][O:3][C:1]1[NH:2][CH:35]=[C:34]([CH2:39][C:40]2[CH:41]=[N:42][C:43]([O:46][CH3:47])=[N:44][CH:45]=2)[C:32](=[O:33])[N:24]=1. The catalyst class is: 12. (10) Reactant: C(=O)([O-])[O-].[K+].[K+].[F:7][C:8]1[CH:13]=[C:12]([N+:14]([O-:16])=[O:15])[CH:11]=[CH:10][C:9]=1[CH:17]1[CH2:22][CH2:21][S:20](=[O:24])(=[O:23])[NH:19][CH2:18]1.[CH2:25](Br)[CH:26]=[CH2:27]. Product: [F:7][C:8]1[CH:13]=[C:12]([N+:14]([O-:16])=[O:15])[CH:11]=[CH:10][C:9]=1[CH:17]1[CH2:22][CH2:21][S:20](=[O:24])(=[O:23])[N:19]([CH2:27][CH:26]=[CH2:25])[CH2:18]1. The catalyst class is: 10.